Dataset: Full USPTO retrosynthesis dataset with 1.9M reactions from patents (1976-2016). Task: Predict the reactants needed to synthesize the given product. (1) Given the product [Cl:23][C:20]1[S:19][C:18]([C:16]([NH:15][CH2:14][C@H:13]([NH:24][S:25]([C:28]2[CH:33]=[CH:32][CH:31]=[C:30]([N:34]3[CH2:39][CH2:38][CH2:37][CH2:36][C:35]3=[O:40])[C:29]=2[O:41][CH:42]([F:44])[F:43])(=[O:26])=[O:27])[C:12]([N:9]2[CH2:8][CH2:7][CH:6]([C:4]([OH:5])=[O:3])[CH2:11][CH2:10]2)=[O:45])=[O:17])=[CH:22][CH:21]=1, predict the reactants needed to synthesize it. The reactants are: C([O:3][C:4]([CH:6]1[CH2:11][CH2:10][N:9]([C:12](=[O:45])[C@@H:13]([NH:24][S:25]([C:28]2[CH:33]=[CH:32][CH:31]=[C:30]([N:34]3[CH2:39][CH2:38][CH2:37][CH2:36][C:35]3=[O:40])[C:29]=2[O:41][CH:42]([F:44])[F:43])(=[O:27])=[O:26])[CH2:14][NH:15][C:16]([C:18]2[S:19][C:20]([Cl:23])=[CH:21][CH:22]=2)=[O:17])[CH2:8][CH2:7]1)=[O:5])C.[Li+].[OH-].Cl. (2) The reactants are: [CH:1]1([CH:7]([C:9]2[C:10]([O:25][CH3:26])=[N:11][N:12]([C:14]3[CH:19]=[CH:18][C:17]([O:20][C:21]([F:24])([F:23])[F:22])=[CH:16][CH:15]=3)[CH:13]=2)O)[CH2:6][CH2:5][CH2:4][CH2:3][CH2:2]1.[NH2:27][C:28]1[CH:33]=[CH:32][C:31]([C:34]([N:36]([CH3:44])[CH2:37][CH2:38][C:39]([O:41]CC)=[O:40])=[O:35])=[CH:30][CH:29]=1. Given the product [CH:1]1([CH:7]([NH:27][C:28]2[CH:29]=[CH:30][C:31]([C:34]([N:36]([CH3:44])[CH2:37][CH2:38][C:39]([OH:41])=[O:40])=[O:35])=[CH:32][CH:33]=2)[C:9]2[C:10]([O:25][CH3:26])=[N:11][N:12]([C:14]3[CH:19]=[CH:18][C:17]([O:20][C:21]([F:24])([F:23])[F:22])=[CH:16][CH:15]=3)[CH:13]=2)[CH2:6][CH2:5][CH2:4][CH2:3][CH2:2]1, predict the reactants needed to synthesize it.